This data is from Reaction yield outcomes from USPTO patents with 853,638 reactions. The task is: Predict the reaction yield, written as a fraction of the theoretical maximum amount of product (1.0 means a 100% yield; for example, 0.34 means a 34% yield). (1) The reactants are [C:1]([O:5][C:6]([N:8]1[CH2:13][CH2:12][N:11]([C:14]2[N:19]=[CH:18][C:17]([C:20]([O:22]CC)=[O:21])=[CH:16][N:15]=2)[CH2:10][CH2:9]1)=[O:7])([CH3:4])([CH3:3])[CH3:2].[OH-].[Na+].Cl. The catalyst is C1COCC1.CO.O. The product is [C:1]([O:5][C:6]([N:8]1[CH2:9][CH2:10][N:11]([C:14]2[N:19]=[CH:18][C:17]([C:20]([OH:22])=[O:21])=[CH:16][N:15]=2)[CH2:12][CH2:13]1)=[O:7])([CH3:4])([CH3:2])[CH3:3]. The yield is 0.960. (2) The reactants are FC1C=C(C=CC=1)CN1C2C(=CC=CC=2CCC2C=CC(C(O)=O)=CC=2)CC1.[CH3:29][O:30][C:31]1[CH:32]=[C:33]([CH:57]=[C:58]([O:60][CH3:61])[CH:59]=1)[CH2:34][N:35]1[C:44]2[C:39](=[CH:40][CH:41]=[CH:42][C:43]=2[CH2:45][CH2:46][C:47]2[CH:56]=[CH:55][C:50]([C:51]([O:53]C)=[O:52])=[CH:49][CH:48]=2)[CH2:38][CH2:37][CH2:36]1.[Li+].[OH-]. The catalyst is O1CCOCC1. The product is [CH3:29][O:30][C:31]1[CH:32]=[C:33]([CH:57]=[C:58]([O:60][CH3:61])[CH:59]=1)[CH2:34][N:35]1[C:44]2[C:39](=[CH:40][CH:41]=[CH:42][C:43]=2[CH2:45][CH2:46][C:47]2[CH:56]=[CH:55][C:50]([C:51]([OH:53])=[O:52])=[CH:49][CH:48]=2)[CH2:38][CH2:37][CH2:36]1. The yield is 0.290. (3) The reactants are [F:8][C:7]([F:10])([F:9])[C:6](O[C:6](=[O:11])[C:7]([F:10])([F:9])[F:8])=[O:11].[C:14]1([CH:20]2[CH2:25][CH2:24][NH:23][CH2:22][CH2:21]2)[CH:19]=[CH:18][CH:17]=[CH:16][CH:15]=1.C(N(CC)CC)C. The catalyst is C(Cl)Cl. The product is [F:10][C:7]([F:8])([F:9])[C:6]([N:23]1[CH2:24][CH2:25][CH:20]([C:14]2[CH:19]=[CH:18][CH:17]=[CH:16][CH:15]=2)[CH2:21][CH2:22]1)=[O:11]. The yield is 0.880.